Predict the product of the given reaction. From a dataset of Forward reaction prediction with 1.9M reactions from USPTO patents (1976-2016). (1) Given the reactants [Br:1][C:2]1[N:7]=[C:6]([C:8]2([CH2:15]O)[NH:13][C:12](=[O:14])[CH2:11][O:10][CH2:9]2)[CH:5]=[CH:4][CH:3]=1.C(N(S(F)(F)[F:23])CC)C.C([O-])([O-])=O.[Na+].[Na+], predict the reaction product. The product is: [Br:1][C:2]1[N:7]=[C:6]([C:8]2([CH2:15][F:23])[NH:13][C:12](=[O:14])[CH2:11][O:10][CH2:9]2)[CH:5]=[CH:4][CH:3]=1. (2) Given the reactants [F:1][C:2]1[CH:7]=[CH:6][C:5]([PH:8](=[O:10])[O-:9])=[CH:4][CH:3]=1.Br[C:12]1[CH:17]=[CH:16][C:15]([O:18][CH:19]([CH3:21])[CH3:20])=[C:14]([CH:22]=[CH2:23])[CH:13]=1.[CH2:24](N(CC)CC)[CH3:25], predict the reaction product. The product is: [F:1][C:2]1[CH:7]=[CH:6][C:5]([P:8]([C:12]2[CH:17]=[CH:16][C:15]([O:18][CH:19]([CH3:21])[CH3:20])=[C:14]([CH:22]=[CH2:23])[CH:13]=2)(=[O:9])[O:10][CH2:24][CH3:25])=[CH:4][CH:3]=1. (3) Given the reactants [Br:1][C:2]1[CH:3]=[CH:4][C:5](I)=[C:6]([CH:11]=1)[C:7]([O:9][CH3:10])=[O:8].[C:13]1(B(O)O)[CH:18]=[CH:17][CH:16]=[CH:15][CH:14]=1.C(=O)([O-])[O-].[K+].[K+].C(=O)([O-])[O-].[Cs+].[Cs+], predict the reaction product. The product is: [Br:1][C:2]1[CH:11]=[C:6]([C:7]([O:9][CH3:10])=[O:8])[C:5]([C:13]2[CH:18]=[CH:17][CH:16]=[CH:15][CH:14]=2)=[CH:4][CH:3]=1. (4) Given the reactants [F:1][C:2]1[CH:7]=[C:6]([F:8])[CH:5]=[CH:4][C:3]=1[C@:9]12[CH2:18][O:17][C@@H:16]([CH2:19][OH:20])[CH2:15][C@H:14]1[CH2:13][S:12][C:11]([NH:21][C:22](=[O:29])[C:23]1[CH:28]=[CH:27][CH:26]=[CH:25][CH:24]=1)=[N:10]2.O.C[N+]1([O-])CC[O:35]CC1.CC(O)C, predict the reaction product. The product is: [C:22]([NH:21][C:11]1[S:12][CH2:13][C@@H:14]2[CH2:15][C@H:16]([C:19]([OH:35])=[O:20])[O:17][CH2:18][C@:9]2([C:3]2[CH:4]=[CH:5][C:6]([F:8])=[CH:7][C:2]=2[F:1])[N:10]=1)(=[O:29])[C:23]1[CH:24]=[CH:25][CH:26]=[CH:27][CH:28]=1. (5) Given the reactants [Br:1][C:2]1[CH:3]=[CH:4][C:5]([Cl:23])=[C:6]([CH:22]=1)[O:7][C:8]1[CH:13]=[CH:12][C:11]([C:14]2[N:18]=[C:17]([C:19]([NH2:21])=O)[O:16][N:15]=2)=[CH:10][CH:9]=1.C(N(CC)CC)C.C(OC(C(F)(F)F)=O)(C(F)(F)F)=O, predict the reaction product. The product is: [Br:1][C:2]1[CH:3]=[CH:4][C:5]([Cl:23])=[C:6]([CH:22]=1)[O:7][C:8]1[CH:9]=[CH:10][C:11]([C:14]2[N:18]=[C:17]([C:19]#[N:21])[O:16][N:15]=2)=[CH:12][CH:13]=1.